Dataset: Catalyst prediction with 721,799 reactions and 888 catalyst types from USPTO. Task: Predict which catalyst facilitates the given reaction. (1) Reactant: [N:1]1[N:5]2[CH:6]=[CH:7][CH:8]=[CH:9][C:4]2=[C:3]([CH2:10][OH:11])[CH:2]=1.CC(OI1(OC(C)=O)(OC(C)=O)OC(=O)C2C=CC=CC1=2)=O. Product: [N:1]1[N:5]2[CH:6]=[CH:7][CH:8]=[CH:9][C:4]2=[C:3]([CH:10]=[O:11])[CH:2]=1. The catalyst class is: 2. (2) Reactant: [CH3:1][O:2][C:3]1[CH:4]=[C:5]([S:9][CH2:10][C:11]([C:13]2[CH:18]=[CH:17][N:16]=[CH:15][CH:14]=2)=O)[CH:6]=[CH:7][CH:8]=1.[OH-].[Na+]. Product: [CH3:1][O:2][C:3]1[CH:8]=[CH:7][C:6]2[C:11]([C:13]3[CH:18]=[CH:17][N:16]=[CH:15][CH:14]=3)=[CH:10][S:9][C:5]=2[CH:4]=1. The catalyst class is: 6. (3) Reactant: C[C:2]([CH3:5])([O-])C.[K+].C1(C)C=CC(S(C[N+:17]#[C-])(=O)=O)=CC=1.[C:20]([O:24][CH3:25])(=[O:23])[CH:21]=[CH2:22].O. Product: [NH:17]1[CH:2]=[CH:5][C:21]([C:20]([O:24][CH3:25])=[O:23])=[CH:22]1. The catalyst class is: 7.